Task: Predict the reactants needed to synthesize the given product.. Dataset: Full USPTO retrosynthesis dataset with 1.9M reactions from patents (1976-2016) Given the product [F:27][C:2]([F:1])([F:28])[C:3]1[CH:4]=[C:5](/[CH:9]=[CH:10]/[N:11]2[C:19]3[CH:18]=[CH:17][C:16]([CH3:20])=[CH:15][C:14]=3[C:13]3[CH2:21][N:22]([CH3:25])[CH2:23][CH2:24][C:12]2=3)[CH:6]=[N:7][CH:8]=1, predict the reactants needed to synthesize it. The reactants are: [F:1][C:2]([F:28])([F:27])[C:3]1[CH:4]=[C:5]([CH:9](O)[CH2:10][N:11]2[C:19]3[CH:18]=[CH:17][C:16]([CH3:20])=[CH:15][C:14]=3[C:13]3[CH2:21][N:22]([CH3:25])[CH2:23][CH2:24][C:12]2=3)[CH:6]=[N:7][CH:8]=1.S(=O)(=O)(O)O.[OH-].[K+].